This data is from Full USPTO retrosynthesis dataset with 1.9M reactions from patents (1976-2016). The task is: Predict the reactants needed to synthesize the given product. Given the product [CH3:40][O:39][CH2:38][CH2:37][O:36][CH2:35][CH2:34][O:33][CH2:32][CH2:31][O:30][CH2:29][CH2:28][O:27][CH2:26][CH2:25][O:24][CH2:23][CH2:22][O:21][CH2:20][CH2:19][N:18]([CH3:17])[C:11]([C@H:10]1[CH2:14][CH2:15][CH2:16][N:8]([C:1]([O:3][C:4]([CH3:5])([CH3:6])[CH3:7])=[O:2])[CH2:9]1)=[O:13], predict the reactants needed to synthesize it. The reactants are: [C:1]([N:8]1[CH2:16][CH2:15][CH2:14][C@H:10]([C:11]([OH:13])=O)[CH2:9]1)([O:3][C:4]([CH3:7])([CH3:6])[CH3:5])=[O:2].[CH3:17][NH:18][CH2:19][CH2:20][O:21][CH2:22][CH2:23][O:24][CH2:25][CH2:26][O:27][CH2:28][CH2:29][O:30][CH2:31][CH2:32][O:33][CH2:34][CH2:35][O:36][CH2:37][CH2:38][O:39][CH3:40].CCN(C(C)C)C(C)C.CN(C(ON1N=NC2C=CC=NC1=2)=[N+](C)C)C.F[P-](F)(F)(F)(F)F.